This data is from Full USPTO retrosynthesis dataset with 1.9M reactions from patents (1976-2016). The task is: Predict the reactants needed to synthesize the given product. Given the product [F:11][C:2]([F:1])([F:10])[C:3]1[N:8]=[CH:7][C:6]([NH:9][C:19](=[O:20])[O:21][CH2:22][C:23]([Cl:26])([Cl:25])[Cl:24])=[CH:5][CH:4]=1, predict the reactants needed to synthesize it. The reactants are: [F:1][C:2]([F:11])([F:10])[C:3]1[N:8]=[CH:7][C:6]([NH2:9])=[CH:5][CH:4]=1.N1C=CC=CC=1.Cl[C:19]([O:21][CH2:22][C:23]([Cl:26])([Cl:25])[Cl:24])=[O:20].